From a dataset of Full USPTO retrosynthesis dataset with 1.9M reactions from patents (1976-2016). Predict the reactants needed to synthesize the given product. (1) The reactants are: [Cl:1][C:2]1[CH:3]=[CH:4][C:5]2[O:9][C:8]([CH2:10][NH2:11])=[CH:7][C:6]=2[CH:12]=1.C(N(CC)CC)C.Cl[C:21](=[O:27])[C:22]([O:24][CH2:25][CH3:26])=[O:23]. Given the product [Cl:1][C:2]1[CH:3]=[CH:4][C:5]2[O:9][C:8]([CH2:10][NH:11][C:21]([C:22]([O:24][CH2:25][CH3:26])=[O:23])=[O:27])=[CH:7][C:6]=2[CH:12]=1, predict the reactants needed to synthesize it. (2) Given the product [C:3]([O:7][C:8](=[O:25])[NH:9][C@H:10]1[CH2:15][CH2:14][C@H:13]([NH:16][C:17]([NH2:19])=[S:18])[CH2:12][CH2:11]1)([CH3:6])([CH3:4])[CH3:5], predict the reactants needed to synthesize it. The reactants are: [OH-].[Na+].[C:3]([O:7][C:8](=[O:25])[NH:9][C@H:10]1[CH2:15][CH2:14][C@H:13]([NH:16][C:17]([NH:19]C(OCC)=O)=[S:18])[CH2:12][CH2:11]1)([CH3:6])([CH3:5])[CH3:4].